Regression. Given a peptide amino acid sequence and an MHC pseudo amino acid sequence, predict their binding affinity value. This is MHC class II binding data. From a dataset of Peptide-MHC class II binding affinity with 134,281 pairs from IEDB. (1) The peptide sequence is IFSGNMNIKLKMPMY. The MHC is DRB1_1501 with pseudo-sequence DRB1_1501. The binding affinity (normalized) is 0.415. (2) The peptide sequence is FPDRASIIRLVGAVL. The MHC is DRB1_1602 with pseudo-sequence DRB1_1602. The binding affinity (normalized) is 0.441. (3) The peptide sequence is AASGAATVAAGGYKV. The MHC is HLA-DPA10301-DPB10402 with pseudo-sequence HLA-DPA10301-DPB10402. The binding affinity (normalized) is 0. (4) The binding affinity (normalized) is 0.488. The peptide sequence is FDALSGSQEVEFIGY. The MHC is DRB1_0701 with pseudo-sequence DRB1_0701. (5) The peptide sequence is YKANWIEIMRIKKLT. The MHC is HLA-DPA10201-DPB11401 with pseudo-sequence HLA-DPA10201-DPB11401. The binding affinity (normalized) is 0.586.